Dataset: Reaction yield outcomes from USPTO patents with 853,638 reactions. Task: Predict the reaction yield, written as a fraction of the theoretical maximum amount of product (1.0 means a 100% yield; for example, 0.34 means a 34% yield). (1) The reactants are [OH:1][C:2]1[C:10]2[O:9][C:8]([CH3:11])=[C:7]([C:12]([C:14]3[CH:19]=[C:18]([O:20][CH3:21])[C:17]([O:22][CH3:23])=[C:16]([O:24][CH3:25])[CH:15]=3)=[O:13])[C:6]=2[CH:5]=[CH:4][C:3]=1[O:26][CH3:27].C(Br)(Br)(Br)Br.[CH2:33]([O:40][P:41]([O-:50])[O:42][CH2:43][C:44]1[CH:49]=[CH:48][CH:47]=[CH:46][CH:45]=1)[C:34]1[CH:39]=[CH:38][CH:37]=[CH:36][CH:35]=1.C(N(CC)CC)C. The catalyst is C(#N)C.C(OCC)(=O)C. The product is [P:41]([O:1][C:2]1[C:10]2[O:9][C:8]([CH3:11])=[C:7]([C:12](=[O:13])[C:14]3[CH:15]=[C:16]([O:24][CH3:25])[C:17]([O:22][CH3:23])=[C:18]([O:20][CH3:21])[CH:19]=3)[C:6]=2[CH:5]=[CH:4][C:3]=1[O:26][CH3:27])([O:40][CH2:33][C:34]1[CH:39]=[CH:38][CH:37]=[CH:36][CH:35]=1)([O:42][CH2:43][C:44]1[CH:49]=[CH:48][CH:47]=[CH:46][CH:45]=1)=[O:50]. The yield is 0.940. (2) The reactants are [NH2:1][C@H:2]1[CH2:6][CH2:5][N:4]([CH:7]2[CH2:12][CH2:11][N:10]([C:13]([O:15][CH2:16][C:17]3[CH:22]=[CH:21][CH:20]=[CH:19][CH:18]=3)=[O:14])[CH2:9][CH2:8]2)[C:3]1=[O:23].F[C:25]1[CH:30]=[CH:29][C:28]([S:31]([CH3:34])(=[O:33])=[O:32])=[CH:27][C:26]=1[F:35].C([O-])([O-])=O.[Na+].[Na+].O. The catalyst is CS(C)=O. The product is [F:35][C:26]1[CH:27]=[C:28]([S:31]([CH3:34])(=[O:33])=[O:32])[CH:29]=[CH:30][C:25]=1[NH:1][C@H:2]1[CH2:6][CH2:5][N:4]([CH:7]2[CH2:12][CH2:11][N:10]([C:13]([O:15][CH2:16][C:17]3[CH:22]=[CH:21][CH:20]=[CH:19][CH:18]=3)=[O:14])[CH2:9][CH2:8]2)[C:3]1=[O:23]. The yield is 0.420. (3) The reactants are [N:1]1[CH:6]=[CH:5][CH:4]=[C:3]([NH:7][C:8](=[O:15])OCC(Cl)(Cl)Cl)[N:2]=1.[F:16][C:17]1[CH:22]=[C:21]([F:23])[CH:20]=[CH:19][C:18]=1[C:24]1[CH:29]=[CH:28][N:27]=[C:26]([N:30]2[CH2:35][CH2:34][NH:33][CH2:32][CH2:31]2)[N:25]=1. The catalyst is C(OCC)(=O)C.CCCCCC. The product is [F:16][C:17]1[CH:22]=[C:21]([F:23])[CH:20]=[CH:19][C:18]=1[C:24]1[CH:29]=[CH:28][N:27]=[C:26]([N:30]2[CH2:31][CH2:32][N:33]([C:8]([NH:7][C:3]3[N:2]=[N:1][CH:6]=[CH:5][CH:4]=3)=[O:15])[CH2:34][CH2:35]2)[N:25]=1. The yield is 0.220. (4) The reactants are CO.[O:3]=[C:4]1[CH2:28][CH2:27][C@@:26]2([CH3:29])[C@H:6]([C:7](=[O:31])[CH2:8][C@@H:9]3[C@@H:25]2[CH2:24][CH2:23][C@@:22]2([CH3:30])[C@H:10]3[CH2:11][CH2:12][C@@H:13]2[C@H:14]([CH3:21])[CH2:15][CH2:16][C:17]([O:19][CH3:20])=[O:18])[CH2:5]1.Cl. The catalyst is O1CCCC1. The product is [O:3]=[C:4]1[CH2:28][CH2:27][C@@:26]2([CH3:29])[C@@H:6]([C:7](=[O:31])[CH2:8][C@@H:9]3[C@@H:25]2[CH2:24][CH2:23][C@@:22]2([CH3:30])[C@H:10]3[CH2:11][CH2:12][C@@H:13]2[C@H:14]([CH3:21])[CH2:15][CH2:16][C:17]([O:19][CH3:20])=[O:18])[CH2:5]1. The yield is 1.00. (5) The yield is 0.850. The reactants are Br[C:2]1[CH:7]=[CH:6][C:5]([C:8]2[O:12][C:11]([CH:13]=[O:14])=[CH:10][CH:9]=2)=[CH:4][CH:3]=1.C([O-])([O-])=O.[Na+].[Na+].[CH:21]([C:23]1[CH:28]=[CH:27][C:26](B(O)O)=[CH:25][CH:24]=1)=[O:22]. The catalyst is C1(C)C=CC=CC=1.CO.[Pd].C1(P(C2C=CC=CC=2)C2C=CC=CC=2)C=CC=CC=1.C1(P(C2C=CC=CC=2)C2C=CC=CC=2)C=CC=CC=1.C1(P(C2C=CC=CC=2)C2C=CC=CC=2)C=CC=CC=1.C1(P(C2C=CC=CC=2)C2C=CC=CC=2)C=CC=CC=1. The product is [CH:21]([C:23]1[CH:28]=[CH:27][C:26]([C:2]2[CH:7]=[CH:6][C:5]([C:8]3[O:12][C:11]([CH:13]=[O:14])=[CH:10][CH:9]=3)=[CH:4][CH:3]=2)=[CH:25][CH:24]=1)=[O:22]. (6) The reactants are [Br:1][C:2]1[CH:7]=[C:6]([N+:8]([O-])=O)[C:5]([F:11])=[CH:4][C:3]=1[F:12]. The yield is 0.590. The product is [Br:1][C:2]1[C:3]([F:12])=[CH:4][C:5]([F:11])=[C:6]([CH:7]=1)[NH2:8]. The catalyst is CCO.C1COCC1.[NH4+].[Cl-].O.[Fe]. (7) The reactants are [C:1]([C:3]1[CH:8]=[CH:7][C:6]([C@@H:9]2[C:14]([C:15]#[N:16])=[C:13]([CH3:17])[N:12]([C:18]3[CH:23]=[CH:22][CH:21]=[C:20]([C:24]([F:27])([F:26])[F:25])[CH:19]=3)[C:11](=[O:28])[NH:10]2)=[C:5]([S:29]([CH3:32])(=[O:31])=[O:30])[CH:4]=1)#[N:2].[H-].[Na+].[CH:35]1([S:38](Cl)(=[O:40])=[O:39])[CH2:37][CH2:36]1. No catalyst specified. The product is [C:1]([C:3]1[CH:8]=[CH:7][C:6]([C@@H:9]2[C:14]([C:15]#[N:16])=[C:13]([CH3:17])[N:12]([C:18]3[CH:23]=[CH:22][CH:21]=[C:20]([C:24]([F:27])([F:26])[F:25])[CH:19]=3)[C:11](=[O:28])[N:10]2[S:38]([CH:35]2[CH2:37][CH2:36]2)(=[O:40])=[O:39])=[C:5]([S:29]([CH3:32])(=[O:31])=[O:30])[CH:4]=1)#[N:2]. The yield is 0.470.